This data is from Catalyst prediction with 721,799 reactions and 888 catalyst types from USPTO. The task is: Predict which catalyst facilitates the given reaction. Reactant: C(N(CC)CC)C.[NH2:8][CH2:9][CH2:10][O:11][C:12]1[CH:17]=[CH:16][C:15]([CH2:18][CH2:19][CH2:20][CH2:21][NH:22][C:23]([NH:25][C:26]([C:28]2[C:33]([NH2:34])=[N:32][C:31]([NH2:35])=[C:30]([Cl:36])[N:29]=2)=[O:27])=[NH:24])=[CH:14][CH:13]=1.[C:37]([NH:44][C:45]([NH:54][C:55]([O:57][C:58]([CH3:61])([CH3:60])[CH3:59])=[O:56])=NS(C(F)(F)F)(=O)=O)([O:39][C:40]([CH3:43])([CH3:42])[CH3:41])=[O:38]. Product: [C:58]([O:57][C:55]([N:54]=[C:45]([NH:44][C:37]([O:39][C:40]([CH3:43])([CH3:42])[CH3:41])=[O:38])[NH:8][CH2:9][CH2:10][O:11][C:12]1[CH:13]=[CH:14][C:15]([CH2:18][CH2:19][CH2:20][CH2:21][NH:22][C:23]([NH:25][C:26]([C:28]2[C:33]([NH2:34])=[N:32][C:31]([NH2:35])=[C:30]([Cl:36])[N:29]=2)=[O:27])=[NH:24])=[CH:16][CH:17]=1)=[O:56])([CH3:61])([CH3:60])[CH3:59]. The catalyst class is: 5.